Task: Predict which catalyst facilitates the given reaction.. Dataset: Catalyst prediction with 721,799 reactions and 888 catalyst types from USPTO Reactant: [CH2:1]([CH:9]([CH2:16][CH2:17][CH2:18][CH2:19][CH2:20][CH2:21][CH2:22][CH2:23][CH2:24][CH3:25])[CH2:10][C:11]1[CH:15]=[CH:14][Se:13][CH:12]=1)[CH2:2][CH2:3][CH2:4][CH2:5][CH2:6][CH2:7][CH3:8].C([N-]C(C)C)(C)C.[Li+].[CH2:34]([Sn:38](Cl)([CH2:43][CH2:44][CH2:45][CH3:46])[CH2:39][CH2:40][CH2:41][CH3:42])[CH2:35][CH2:36][CH3:37].[F-].[K+]. Product: [CH2:43]([Sn:38]([CH2:34][CH2:35][CH2:36][CH3:37])([CH2:39][CH2:40][CH2:41][CH3:42])[C:14]1[Se:13][CH:12]=[C:11]([CH2:10][CH:9]([CH2:1][CH2:2][CH2:3][CH2:4][CH2:5][CH2:6][CH2:7][CH3:8])[CH2:16][CH2:17][CH2:18][CH2:19][CH2:20][CH2:21][CH2:22][CH2:23][CH2:24][CH3:25])[CH:15]=1)[CH2:44][CH2:45][CH3:46]. The catalyst class is: 20.